This data is from Cav3 T-type calcium channel HTS with 100,875 compounds. The task is: Binary Classification. Given a drug SMILES string, predict its activity (active/inactive) in a high-throughput screening assay against a specified biological target. The molecule is S(=O)(=O)(N1CCN(CC1)c1nc(c2c(CC(OC2)(C)C)c1C#N)C(C)C)c1ccc(cc1)C. The result is 0 (inactive).